From a dataset of Acute oral toxicity (LD50) regression data from Zhu et al.. Regression/Classification. Given a drug SMILES string, predict its toxicity properties. Task type varies by dataset: regression for continuous values (e.g., LD50, hERG inhibition percentage) or binary classification for toxic/non-toxic outcomes (e.g., AMES mutagenicity, cardiotoxicity, hepatotoxicity). Dataset: ld50_zhu. (1) The compound is CC(C)c1cc([N+](=O)[O-])cc([N+](=O)[O-])c1O. The rat oral LD50 is 3.56, given as -log10 of the dose in mol/kg body weight (higher means more acutely toxic). (2) The molecule is O=C(Nc1ccc([N+](=O)[O-])cc1)OCc1cccnc1. The rat oral LD50 is 4.29, given as -log10 of the dose in mol/kg body weight (higher means more acutely toxic). (3) The molecule is CCC(=O)OCC=Cc1ccccc1. The rat oral LD50 is 1.75, given as -log10 of the dose in mol/kg body weight (higher means more acutely toxic).